From a dataset of Full USPTO retrosynthesis dataset with 1.9M reactions from patents (1976-2016). Predict the reactants needed to synthesize the given product. (1) Given the product [Br:14][C:15]1[CH:20]=[CH:19][CH:18]=[CH:17][C:16]=1[C:21]1[CH:22]=[CH:23][C:24]([CH2:27][N:6]2[C:7]3[C:12](=[CH:11][CH:10]=[CH:9][CH:8]=3)[CH:13]=[C:5]2[CH3:4])=[CH:25][CH:26]=1, predict the reactants needed to synthesize it. The reactants are: [OH-].[Na+].O.[CH3:4][C:5]1[NH:6][C:7]2[C:12]([CH:13]=1)=[CH:11][CH:10]=[CH:9][CH:8]=2.[Br:14][C:15]1[CH:20]=[CH:19][CH:18]=[CH:17][C:16]=1[C:21]1[CH:26]=[CH:25][C:24]([CH2:27]OS(C)(=O)=O)=[CH:23][CH:22]=1. (2) Given the product [ClH:37].[NH2:8][CH2:9][C@H:10]1[CH2:11][CH2:12][C@H:13]([C:16]([NH:18][C@H:19]([C:38](=[O:51])[NH:39][C:40]2[CH:41]=[CH:42][C:43]([C:46]3[N:47]=[N:48][NH:49][N:50]=3)=[CH:44][CH:45]=2)[CH2:20][C:21]2[CH:26]=[CH:25][C:24]([C:27]3[CH:32]=[CH:31][C:30]([C:33]([O:35][CH3:36])=[O:34])=[CH:29][C:28]=3[Cl:37])=[CH:23][CH:22]=2)=[O:17])[CH2:14][CH2:15]1, predict the reactants needed to synthesize it. The reactants are: C(OC([NH:8][CH2:9][C@H:10]1[CH2:15][CH2:14][C@H:13]([C:16]([NH:18][C@H:19]([C:38](=[O:51])[NH:39][C:40]2[CH:45]=[CH:44][C:43]([C:46]3[N:47]=[N:48][NH:49][N:50]=3)=[CH:42][CH:41]=2)[CH2:20][C:21]2[CH:26]=[CH:25][C:24]([C:27]3[CH:32]=[CH:31][C:30]([C:33]([O:35][CH3:36])=[O:34])=[CH:29][C:28]=3[Cl:37])=[CH:23][CH:22]=2)=[O:17])[CH2:12][CH2:11]1)=O)(C)(C)C.Cl. (3) Given the product [CH2:34]([O:33][CH:4]([O:3][CH2:1][CH3:2])[C:5]1[CH:6]=[CH:7][C:8]([CH:11]2[NH:12][C:13]3[C:18]4[C:19](=[N:37][NH:38][C:28](=[O:30])[C:17]=4[CH:16]=[CH:15][CH:14]=3)[CH:20]2[C:21]2[N:22]([CH3:26])[CH:23]=[CH:24][N:25]=2)=[CH:9][CH:10]=1)[CH3:35], predict the reactants needed to synthesize it. The reactants are: [CH2:1]([O:3][CH:4]([O:33][CH2:34][CH3:35])[C:5]1[CH:10]=[CH:9][C:8]([CH:11]2[CH:20]([C:21]3[N:22]([CH3:26])[CH:23]=[CH:24][N:25]=3)[C:19](=O)[C:18]3[C:17]([C:28]([O:30]CC)=O)=[CH:16][CH:15]=[CH:14][C:13]=3[NH:12]2)=[CH:7][CH:6]=1)[CH3:2].O.[NH2:37][NH2:38]. (4) Given the product [Cl:1][C:2]1[CH:3]=[C:4]([C:8]2[N:13]=[C:12]([C:14]([NH:17][C@@H:18]([C:23]([CH3:26])([CH3:25])[CH3:24])[C:19]([NH:21][CH3:22])=[O:20])=[O:16])[CH:11]=[CH:10][CH:9]=2)[CH:5]=[CH:6][CH:7]=1, predict the reactants needed to synthesize it. The reactants are: [Cl:1][C:2]1[CH:3]=[C:4]([C:8]2[N:13]=[C:12]([C:14]([OH:16])=O)[CH:11]=[CH:10][CH:9]=2)[CH:5]=[CH:6][CH:7]=1.[NH2:17][C@@H:18]([C:23]([CH3:26])([CH3:25])[CH3:24])[C:19]([NH:21][CH3:22])=[O:20]. (5) Given the product [Br:10][C:11]1[CH:16]=[CH:15][C:14]([CH:17]([OH:21])[C:18]([N:4]([CH3:5])[CH3:1])=[O:19])=[C:13]([F:22])[CH:12]=1, predict the reactants needed to synthesize it. The reactants are: [CH:1]([N:4](CC)[CH:5](C)C)(C)C.[Br:10][C:11]1[CH:16]=[CH:15][C:14]([CH:17]([OH:21])[C:18](O)=[O:19])=[C:13]([F:22])[CH:12]=1.CNC.C1COCC1.F[P-](F)(F)(F)(F)F.N1(O[P+](N(C)C)(N(C)C)N(C)C)C2C=CC=CC=2N=N1. (6) Given the product [ClH:31].[Cl:31][CH2:13][C:8]1[CH:9]=[N:10][C:11]2[C:6]([CH:7]=1)=[CH:5][CH:4]=[C:3]([O:2][CH3:1])[CH:12]=2, predict the reactants needed to synthesize it. The reactants are: [CH3:1][O:2][C:3]1[CH:12]=[C:11]2[C:6]([CH:7]=[C:8]([CH2:13]O)[CH:9]=[N:10]2)=[CH:5][CH:4]=1.COC1C=C2C(C=C(C=O)C=N2)=CC=1.O=S(Cl)[Cl:31].